This data is from Reaction yield outcomes from USPTO patents with 853,638 reactions. The task is: Predict the reaction yield, written as a fraction of the theoretical maximum amount of product (1.0 means a 100% yield; for example, 0.34 means a 34% yield). (1) The reactants are [NH2:1][C@@H:2]([CH2:33][C:34]1[CH:39]=[CH:38][CH:37]=[CH:36][CH:35]=1)[C@@H:3]([OH:32])[CH2:4][C@@H:5]([NH:19][C:20]([C@@H:22]([NH:27][C:28](=[O:31])[O:29][CH3:30])[C:23]([CH3:26])([CH3:25])[CH3:24])=[O:21])[CH2:6][C:7]1[CH:12]=[CH:11][C:10]([C:13]2[CH:18]=[CH:17][CH:16]=[CH:15][N:14]=2)=[CH:9][CH:8]=1.[CH3:40][C:41]([CH3:63])([CH3:62])[C@H:42]([N:46]1[CH2:50][CH2:49][N:48]([CH2:51][C:52]2[CH:57]=[CH:56][CH:55]=[CH:54][C:53]=2[N+:58]([O-:60])=[O:59])[C:47]1=[O:61])[C:43](O)=[O:44].CCOP(ON1N=NC2C=CC=CC=2C1=O)(OCC)=O.C(N(CC)C(C)C)(C)C. The catalyst is C1COCC1. The product is [CH3:40][C:41]([CH3:63])([CH3:62])[C@H:42]([N:46]1[CH2:50][CH2:49][N:48]([CH2:51][C:52]2[CH:57]=[CH:56][CH:55]=[CH:54][C:53]=2[N+:58]([O-:60])=[O:59])[C:47]1=[O:61])[C:43]([NH:1][C@@H:2]([CH2:33][C:34]1[CH:35]=[CH:36][CH:37]=[CH:38][CH:39]=1)[C@@H:3]([OH:32])[CH2:4][C@@H:5]([NH:19][C:20]([C@@H:22]([NH:27][C:28](=[O:31])[O:29][CH3:30])[C:23]([CH3:26])([CH3:25])[CH3:24])=[O:21])[CH2:6][C:7]1[CH:12]=[CH:11][C:10]([C:13]2[CH:18]=[CH:17][CH:16]=[CH:15][N:14]=2)=[CH:9][CH:8]=1)=[O:44]. The yield is 0.610. (2) The reactants are [N:1]([CH:4]1[C:10](=[O:11])[NH:9][C:8]2[CH:12]=[C:13]([O:16][CH3:17])[CH:14]=[CH:15][C:7]=2[CH2:6][CH2:5]1)=[N+]=[N-]. The catalyst is [Pd].CCO. The product is [NH2:1][CH:4]1[C:10](=[O:11])[NH:9][C:8]2[CH:12]=[C:13]([O:16][CH3:17])[CH:14]=[CH:15][C:7]=2[CH2:6][CH2:5]1. The yield is 0.990.